This data is from Reaction yield outcomes from USPTO patents with 853,638 reactions. The task is: Predict the reaction yield, written as a fraction of the theoretical maximum amount of product (1.0 means a 100% yield; for example, 0.34 means a 34% yield). The reactants are [Br:1][C:2]1[CH:3]=[C:4]2[C:8](=[C:9]([C:11]([O:13][CH2:14][CH3:15])=[O:12])[CH:10]=1)[NH:7][CH:6]=[C:5]2[CH:16]1[CH2:20][CH2:19]S[CH2:17]1.C(N(CC(O)=O)CC(O)=O)CN(CC(O)=O)CC(O)=O.O[O:42][S:43]([O-:45])=O.[K+].C(=O)(O)[O-].[Na+]. The catalyst is COCCOC.O. The product is [Br:1][C:2]1[CH:3]=[C:4]2[C:8](=[C:9]([C:11]([O:13][CH2:14][CH3:15])=[O:12])[CH:10]=1)[NH:7][CH:6]=[C:5]2[CH:16]1[CH2:20][CH2:19][S:43](=[O:45])(=[O:42])[CH2:17]1. The yield is 0.820.